This data is from NCI-60 drug combinations with 297,098 pairs across 59 cell lines. The task is: Regression. Given two drug SMILES strings and cell line genomic features, predict the synergy score measuring deviation from expected non-interaction effect. (1) Drug 1: CC1=C(C=C(C=C1)NC(=O)C2=CC=C(C=C2)CN3CCN(CC3)C)NC4=NC=CC(=N4)C5=CN=CC=C5. Drug 2: CS(=O)(=O)OCCCCOS(=O)(=O)C. Cell line: EKVX. Synergy scores: CSS=2.02, Synergy_ZIP=0.768, Synergy_Bliss=2.42, Synergy_Loewe=-1.27, Synergy_HSA=-1.81. (2) Drug 1: C1CN1P(=S)(N2CC2)N3CC3. Drug 2: CC1CCCC2(C(O2)CC(NC(=O)CC(C(C(=O)C(C1O)C)(C)C)O)C(=CC3=CSC(=N3)C)C)C. Cell line: SNB-19. Synergy scores: CSS=44.9, Synergy_ZIP=-3.03, Synergy_Bliss=-3.19, Synergy_Loewe=-7.05, Synergy_HSA=-1.98. (3) Drug 1: CN1CCC(CC1)COC2=C(C=C3C(=C2)N=CN=C3NC4=C(C=C(C=C4)Br)F)OC. Drug 2: CN(C)N=NC1=C(NC=N1)C(=O)N. Cell line: 786-0. Synergy scores: CSS=2.02, Synergy_ZIP=-2.62, Synergy_Bliss=-1.26, Synergy_Loewe=-6.07, Synergy_HSA=-1.27. (4) Drug 1: CCCS(=O)(=O)NC1=C(C(=C(C=C1)F)C(=O)C2=CNC3=C2C=C(C=N3)C4=CC=C(C=C4)Cl)F. Drug 2: CC12CCC3C(C1CCC2O)C(CC4=C3C=CC(=C4)O)CCCCCCCCCS(=O)CCCC(C(F)(F)F)(F)F. Cell line: LOX IMVI. Synergy scores: CSS=30.6, Synergy_ZIP=1.38, Synergy_Bliss=2.54, Synergy_Loewe=-2.93, Synergy_HSA=3.74. (5) Drug 1: C1=CC(=CC=C1C#N)C(C2=CC=C(C=C2)C#N)N3C=NC=N3. Drug 2: CC1=C2C(C(=O)C3(C(CC4C(C3C(C(C2(C)C)(CC1OC(=O)C(C(C5=CC=CC=C5)NC(=O)OC(C)(C)C)O)O)OC(=O)C6=CC=CC=C6)(CO4)OC(=O)C)O)C)O. Cell line: K-562. Synergy scores: CSS=-11.7, Synergy_ZIP=9.23, Synergy_Bliss=3.87, Synergy_Loewe=-15.1, Synergy_HSA=-12.7. (6) Drug 1: CN1CCC(CC1)COC2=C(C=C3C(=C2)N=CN=C3NC4=C(C=C(C=C4)Br)F)OC. Drug 2: CC1OCC2C(O1)C(C(C(O2)OC3C4COC(=O)C4C(C5=CC6=C(C=C35)OCO6)C7=CC(=C(C(=C7)OC)O)OC)O)O. Cell line: SF-268. Synergy scores: CSS=27.2, Synergy_ZIP=0.387, Synergy_Bliss=2.07, Synergy_Loewe=-12.2, Synergy_HSA=-0.607. (7) Drug 1: COC1=CC(=CC(=C1O)OC)C2C3C(COC3=O)C(C4=CC5=C(C=C24)OCO5)OC6C(C(C7C(O6)COC(O7)C8=CC=CS8)O)O. Drug 2: CCN(CC)CCCC(C)NC1=C2C=C(C=CC2=NC3=C1C=CC(=C3)Cl)OC. Cell line: MCF7. Synergy scores: CSS=38.9, Synergy_ZIP=-4.97, Synergy_Bliss=-1.54, Synergy_Loewe=-2.70, Synergy_HSA=1.40.